From a dataset of Reaction yield outcomes from USPTO patents with 853,638 reactions. Predict the reaction yield, written as a fraction of the theoretical maximum amount of product (1.0 means a 100% yield; for example, 0.34 means a 34% yield). (1) The reactants are [F:1][C:2]1[C:3]([NH:21][CH2:22][CH:23]2[CH2:27][CH2:26][CH2:25][NH:24]2)=[N:4][C:5]([NH:8][C:9]2[CH:10]=[N:11][C:12]([N:15]3[CH2:20][CH2:19][O:18][CH2:17][CH2:16]3)=[CH:13][CH:14]=2)=[N:6][CH:7]=1.[C:28]([CH2:30][C:31](O)=[O:32])#[N:29].CN(C(ON1N=NC2C=CC=NC1=2)=[N+](C)C)C.F[P-](F)(F)(F)(F)F. The catalyst is C(Cl)Cl. The product is [F:1][C:2]1[C:3]([NH:21][CH2:22][CH:23]2[CH2:27][CH2:26][CH2:25][N:24]2[C:31](=[O:32])[CH2:30][C:28]#[N:29])=[N:4][C:5]([NH:8][C:9]2[CH:10]=[N:11][C:12]([N:15]3[CH2:20][CH2:19][O:18][CH2:17][CH2:16]3)=[CH:13][CH:14]=2)=[N:6][CH:7]=1. The yield is 0.330. (2) The reactants are C(OC([N:8]1[CH2:13][CH2:12][N:11]([C:14]([C@@H:16]2[CH2:21][CH2:20][CH2:19][N:18]([CH:22]3[CH2:27][CH2:26][N:25]([C:28]([C:30]4[CH:35]=[C:34]([C:36]5[CH:41]=[CH:40][CH:39]=[CH:38][CH:37]=5)[N:33]=[C:32]([C:42]5[CH:47]=[CH:46][CH:45]=[CH:44][CH:43]=5)[CH:31]=4)=[O:29])[CH2:24][CH2:23]3)[CH2:17]2)=[O:15])[CH2:10][CH2:9]1)=O)(C)(C)C.Cl. The catalyst is C(OCC)(=O)C. The product is [C:42]1([C:32]2[CH:31]=[C:30]([C:28]([N:25]3[CH2:24][CH2:23][CH:22]([N:18]4[CH2:19][CH2:20][CH2:21][C@@H:16]([C:14]([N:11]5[CH2:12][CH2:13][NH:8][CH2:9][CH2:10]5)=[O:15])[CH2:17]4)[CH2:27][CH2:26]3)=[O:29])[CH:35]=[C:34]([C:36]3[CH:37]=[CH:38][CH:39]=[CH:40][CH:41]=3)[N:33]=2)[CH:47]=[CH:46][CH:45]=[CH:44][CH:43]=1. The yield is 0.910.